This data is from NCI-60 drug combinations with 297,098 pairs across 59 cell lines. The task is: Regression. Given two drug SMILES strings and cell line genomic features, predict the synergy score measuring deviation from expected non-interaction effect. (1) Drug 1: C1=NC2=C(N=C(N=C2N1C3C(C(C(O3)CO)O)O)F)N. Cell line: NCI-H226. Synergy scores: CSS=21.3, Synergy_ZIP=-1.33, Synergy_Bliss=-3.74, Synergy_Loewe=-19.2, Synergy_HSA=-2.68. Drug 2: C1=NC(=NC(=O)N1C2C(C(C(O2)CO)O)O)N. (2) Drug 1: CC1=C(C=C(C=C1)C(=O)NC2=CC(=CC(=C2)C(F)(F)F)N3C=C(N=C3)C)NC4=NC=CC(=N4)C5=CN=CC=C5. Drug 2: CS(=O)(=O)OCCCCOS(=O)(=O)C. Cell line: NCIH23. Synergy scores: CSS=3.47, Synergy_ZIP=2.38, Synergy_Bliss=7.36, Synergy_Loewe=2.82, Synergy_HSA=2.39. (3) Drug 1: CNC(=O)C1=CC=CC=C1SC2=CC3=C(C=C2)C(=NN3)C=CC4=CC=CC=N4. Drug 2: N.N.Cl[Pt+2]Cl. Cell line: TK-10. Synergy scores: CSS=-2.34, Synergy_ZIP=-0.314, Synergy_Bliss=-2.48, Synergy_Loewe=-5.35, Synergy_HSA=-3.57. (4) Drug 1: C1=CC(=CC=C1CCC2=CNC3=C2C(=O)NC(=N3)N)C(=O)NC(CCC(=O)O)C(=O)O. Drug 2: CC1C(C(CC(O1)OC2CC(CC3=C2C(=C4C(=C3O)C(=O)C5=C(C4=O)C(=CC=C5)OC)O)(C(=O)C)O)N)O.Cl. Cell line: NCI-H322M. Synergy scores: CSS=11.4, Synergy_ZIP=-2.33, Synergy_Bliss=0.313, Synergy_Loewe=0.920, Synergy_HSA=1.06. (5) Drug 1: CC1CCC2CC(C(=CC=CC=CC(CC(C(=O)C(C(C(=CC(C(=O)CC(OC(=O)C3CCCCN3C(=O)C(=O)C1(O2)O)C(C)CC4CCC(C(C4)OC)O)C)C)O)OC)C)C)C)OC. Drug 2: CCN(CC)CCNC(=O)C1=C(NC(=C1C)C=C2C3=C(C=CC(=C3)F)NC2=O)C. Cell line: PC-3. Synergy scores: CSS=19.3, Synergy_ZIP=-5.82, Synergy_Bliss=0.560, Synergy_Loewe=1.81, Synergy_HSA=3.62. (6) Drug 1: CN1CCC(CC1)COC2=C(C=C3C(=C2)N=CN=C3NC4=C(C=C(C=C4)Br)F)OC. Drug 2: C1CC(C1)(C(=O)O)C(=O)O.[NH2-].[NH2-].[Pt+2]. Cell line: IGROV1. Synergy scores: CSS=76.4, Synergy_ZIP=4.68, Synergy_Bliss=3.65, Synergy_Loewe=5.54, Synergy_HSA=8.76. (7) Drug 1: CN(C)C1=NC(=NC(=N1)N(C)C)N(C)C. Drug 2: CN(CCCl)CCCl.Cl. Cell line: OVCAR-8. Synergy scores: CSS=-5.57, Synergy_ZIP=1.66, Synergy_Bliss=0.416, Synergy_Loewe=-7.92, Synergy_HSA=-5.15.